From a dataset of Forward reaction prediction with 1.9M reactions from USPTO patents (1976-2016). Predict the product of the given reaction. (1) Given the reactants [CH2:1]([O:3][C:4]([C:6]1[C:7]([OH:23])=[C:8]2[C:15]([C:16]3[CH:21]=[CH:20][C:19]([Cl:22])=[CH:18][CH:17]=3)=[N:14][O:13][C:9]2=[C:10](Br)[N:11]=1)=[O:5])[CH3:2].[CH3:24][Si:25]([C:28]#[CH:29])([CH3:27])[CH3:26].C(NC(C)C)(C)C, predict the reaction product. The product is: [CH2:1]([O:3][C:4]([C:6]1[C:7]([OH:23])=[C:8]2[C:15]([C:16]3[CH:21]=[CH:20][C:19]([Cl:22])=[CH:18][CH:17]=3)=[N:14][O:13][C:9]2=[C:10]([C:29]#[C:28][Si:25]([CH3:27])([CH3:26])[CH3:24])[N:11]=1)=[O:5])[CH3:2]. (2) Given the reactants [F:1][C:2]([F:20])([F:19])[C:3]1[CH:18]=[CH:17][CH:16]=[CH:15][C:4]=1[CH2:5][O:6][C:7]1[CH:14]=[CH:13][C:10]([CH:11]=O)=[CH:9][CH:8]=1.Cl.[NH2:22][OH:23].[OH-].[Na+], predict the reaction product. The product is: [F:1][C:2]([F:20])([F:19])[C:3]1[CH:18]=[CH:17][CH:16]=[CH:15][C:4]=1[CH2:5][O:6][C:7]1[CH:14]=[CH:13][C:10]([CH:11]=[N:22][OH:23])=[CH:9][CH:8]=1. (3) The product is: [CH3:17][CH:15]([S:12]([C:5]1[CH:6]=[CH:7][C:8]([CH:10]=[CH2:11])=[CH:9][C:4]=1[NH2:1])(=[O:14])=[O:13])[CH3:16]. Given the reactants [N+:1]([C:4]1[CH:9]=[C:8]([CH:10]=[CH2:11])[CH:7]=[CH:6][C:5]=1[S:12]([CH:15]([CH3:17])[CH3:16])(=[O:14])=[O:13])([O-])=O, predict the reaction product. (4) Given the reactants [NH2:1][C:2](=[O:28])[CH2:3][C:4]1([NH:8][C:9]([C:11]2[CH:16]=[CH:15][C:14]([N:17]3[CH2:20][C:19]([F:22])([F:21])[CH2:18]3)=[C:13]([O:23][CH2:24][CH:25]3[CH2:27][CH2:26]3)[N:12]=2)=[O:10])[CH2:7][NH:6][CH2:5]1.[C:29](OC(=O)C)(=[O:31])[CH3:30], predict the reaction product. The product is: [C:29]([N:6]1[CH2:7][C:4]([NH:8][C:9]([C:11]2[CH:16]=[CH:15][C:14]([N:17]3[CH2:18][C:19]([F:22])([F:21])[CH2:20]3)=[C:13]([O:23][CH2:24][CH:25]3[CH2:27][CH2:26]3)[N:12]=2)=[O:10])([CH2:3][C:2]([NH2:1])=[O:28])[CH2:5]1)(=[O:31])[CH3:30]. (5) Given the reactants Cl[C:2]1[N:3]=[N:4][CH:5]=[C:6]([N:8]2[CH:12]=[CH:11][C:10]([I:13])=[N:9]2)[CH:7]=1.[OH:14]S(C(F)(F)F)(=O)=O.C(N([CH2:27][CH3:28])CC)C, predict the reaction product. The product is: [CH2:27]([O:14][C:2]1[N:3]=[N:4][CH:5]=[C:6]([N:8]2[CH:12]=[CH:11][C:10]([I:13])=[N:9]2)[CH:7]=1)[CH3:28]. (6) Given the reactants [CH3:1][O:2][CH:3]([C:7]1[CH:12]=[CH:11][CH:10]=[CH:9][CH:8]=1)[CH2:4][CH2:5]Cl.[CH3:13][CH:14]([CH3:30])[C:15]([NH:17][C:18]1[CH:23]=[CH:22][CH:21]=[C:20]([CH:24]2[CH2:29][CH2:28][NH:27][CH2:26][CH2:25]2)[CH:19]=1)=[O:16].C(N(C(C)C)CC)(C)C.N, predict the reaction product. The product is: [CH3:1][O:2][CH:3]([C:7]1[CH:12]=[CH:11][CH:10]=[CH:9][CH:8]=1)[CH2:4][CH2:5][N:27]1[CH2:28][CH2:29][CH:24]([C:20]2[CH:19]=[C:18]([NH:17][C:15](=[O:16])[CH:14]([CH3:13])[CH3:30])[CH:23]=[CH:22][CH:21]=2)[CH2:25][CH2:26]1.